This data is from Reaction yield outcomes from USPTO patents with 853,638 reactions. The task is: Predict the reaction yield, written as a fraction of the theoretical maximum amount of product (1.0 means a 100% yield; for example, 0.34 means a 34% yield). (1) The reactants are [C:1](Cl)(=[O:8])[C:2]1[CH:7]=[CH:6][CH:5]=[CH:4][CH:3]=1.[NH2:10][C:11]1[N:15](C(OC(C)(C)C)=O)[N:14]=[C:13]([CH2:23][CH2:24][C:25]2[CH:30]=[C:29]([O:31][CH3:32])[CH:28]=[C:27]([O:33][CH3:34])[CH:26]=2)[CH:12]=1.N1C=CC=CC=1.C(O)(C(F)(F)F)=O. The catalyst is C(Cl)Cl. The product is [CH3:32][O:31][C:29]1[CH:30]=[C:25]([CH2:24][CH2:23][C:13]2[CH:12]=[C:11]([NH:10][C:1](=[O:8])[C:2]3[CH:7]=[CH:6][CH:5]=[CH:4][CH:3]=3)[NH:15][N:14]=2)[CH:26]=[C:27]([O:33][CH3:34])[CH:28]=1. The yield is 0.660. (2) The reactants are [C:1]([O:5][C:6](=[O:22])[NH:7][C:8]1[CH:13]=[C:12](Cl)[C:11]([C:15]([F:18])([F:17])[F:16])=[CH:10][C:9]=1[N+:19]([O-:21])=[O:20])([CH3:4])([CH3:3])[CH3:2].[C:23](=O)([O-])[O-].[K+].[K+].CB1OB(C)OB(C)O1. The catalyst is O1CCOCC1.O.C1C=CC([P]([Pd]([P](C2C=CC=CC=2)(C2C=CC=CC=2)C2C=CC=CC=2)([P](C2C=CC=CC=2)(C2C=CC=CC=2)C2C=CC=CC=2)[P](C2C=CC=CC=2)(C2C=CC=CC=2)C2C=CC=CC=2)(C2C=CC=CC=2)C2C=CC=CC=2)=CC=1. The product is [C:1]([O:5][C:6](=[O:22])[NH:7][C:8]1[CH:13]=[C:12]([CH3:23])[C:11]([C:15]([F:18])([F:17])[F:16])=[CH:10][C:9]=1[N+:19]([O-:21])=[O:20])([CH3:4])([CH3:3])[CH3:2]. The yield is 0.690. (3) The reactants are [S:1]1[C:5]2[CH:6]=[CH:7][CH:8]=[CH:9][C:4]=2[N:3]=[C:2]1[CH2:10][CH:11]([NH:15][C:16]([O:18][C:19]([CH3:22])([CH3:21])[CH3:20])=[O:17])[C:12]([OH:14])=O.[CH3:23][N:24](C)[CH:25]=O.C(N(CC)C(C)C)(C)C.CNC. The catalyst is C1COCC1. The product is [S:1]1[C:5]2[CH:6]=[CH:7][CH:8]=[CH:9][C:4]=2[N:3]=[C:2]1[CH2:10][CH:11]([NH:15][C:16](=[O:17])[O:18][C:19]([CH3:22])([CH3:21])[CH3:20])[C:12]([N:24]([CH3:25])[CH3:23])=[O:14]. The yield is 0.800. (4) The yield is 0.660. The catalyst is CC(C)=O. The product is [Cl:1][C:2]1[CH:7]=[C:6]([N:8]([CH3:14])[C:9](=[O:11])[CH3:10])[CH:5]=[CH:4][N:3]=1. The reactants are [Cl:1][C:2]1[CH:7]=[C:6]([NH:8][C:9](=[O:11])[CH3:10])[CH:5]=[CH:4][N:3]=1.[OH-].[K+].[CH3:14]I. (5) The yield is 1.01. The catalyst is O1CCOCC1. The reactants are CO.[F:3][C:4]1[CH:9]=[CH:8][C:7]([F:10])=[CH:6][C:5]=1[C@H:11]1[CH2:15][CH2:14][CH2:13][N:12]1[C:16]1[CH:21]=[CH:20][N:19]2[N:22]=[CH:23][C:24]([NH:25][C:26]([N:28]3[CH2:31][CH:30]([OH:32])[CH2:29]3)=[O:27])=[C:18]2[N:17]=1.[ClH:33]. The product is [ClH:33].[F:3][C:4]1[CH:9]=[CH:8][C:7]([F:10])=[CH:6][C:5]=1[C@H:11]1[CH2:15][CH2:14][CH2:13][N:12]1[C:16]1[CH:21]=[CH:20][N:19]2[N:22]=[CH:23][C:24]([NH:25][C:26]([N:28]3[CH2:31][CH:30]([OH:32])[CH2:29]3)=[O:27])=[C:18]2[N:17]=1.